Dataset: Peptide-MHC class I binding affinity with 185,985 pairs from IEDB/IMGT. Task: Regression. Given a peptide amino acid sequence and an MHC pseudo amino acid sequence, predict their binding affinity value. This is MHC class I binding data. The MHC is HLA-A11:01 with pseudo-sequence HLA-A11:01. The peptide sequence is ALAYYNNSK. The binding affinity (normalized) is 0.689.